From a dataset of Reaction yield outcomes from USPTO patents with 853,638 reactions. Predict the reaction yield, written as a fraction of the theoretical maximum amount of product (1.0 means a 100% yield; for example, 0.34 means a 34% yield). (1) The reactants are [C:1]([O:5][C:6]([N:8]1[CH2:13][CH2:12][CH:11]([CH2:14][CH2:15][CH2:16][CH:17]([C:19]2[O:20][C:21]([C:24]([OH:26])=[O:25])=[CH:22][N:23]=2)[OH:18])[CH2:10][CH2:9]1)=[O:7])([CH3:4])([CH3:3])[CH3:2].C(OC(N1CCC(CCCC(O[Si](C(C)(C)C)(C)C)C2OC(C(O)=O)=CN=2)CC1)=O)(C)(C)C.[F-].C([N+](CCCC)(CCCC)CCCC)CCC. The catalyst is C1COCC1. The product is [C:1]([O:5][C:6]([N:8]1[CH2:13][CH2:12][CH:11]([CH2:14][CH2:15][CH2:16][C:17]([C:19]2[O:20][C:21]([C:24]([OH:26])=[O:25])=[CH:22][N:23]=2)=[O:18])[CH2:10][CH2:9]1)=[O:7])([CH3:4])([CH3:2])[CH3:3]. The yield is 0.890. (2) The reactants are [C:1]([C@@H:4]1[C@@H:13](O)[C:12]2[C:7](=[CH:8][CH:9]=[CH:10][CH:11]=2)[C:6](=[O:15])[CH2:5]1)(=[O:3])[CH3:2].Cl. The catalyst is CO. The product is [OH:15][C:6]1[C:7]2[C:12](=[CH:11][CH:10]=[CH:9][CH:8]=2)[CH:13]=[C:4]([C:1](=[O:3])[CH3:2])[CH:5]=1. The yield is 0.234. (3) The reactants are [CH3:1][NH:2][CH3:3].C1COCC1.CCN(C(C)C)C(C)C.[Cl:18][C:19]1[CH:20]=[C:21]([S:26](Cl)(=[O:28])=[O:27])[CH:22]=[CH:23][C:24]=1[F:25].Cl. The catalyst is C(Cl)Cl.O. The product is [Cl:18][C:19]1[CH:20]=[C:21]([S:26]([N:2]([CH3:3])[CH3:1])(=[O:27])=[O:28])[CH:22]=[CH:23][C:24]=1[F:25]. The yield is 0.940. (4) The reactants are [C:1](=[O:4])([OH:3])[O-].[Na+].C(ON1C(=O)CCC1=O)(OC[CH:10]1C2C(=CC=CC=2)[C:16]2[C:11]1=[CH:12][CH:13]=[CH:14][CH:15]=2)=O.Cl.[CH:32]1[C:44]2[CH:43]([CH2:45][O:46][C:47](=[O:53])[NH:48][CH2:49][CH2:50][NH:51]C)[C:42]3[C:37](=[CH:38][CH:39]=[CH:40][CH:41]=3)[C:36]=2[CH:35]=[CH:34][CH:33]=1.[C:54](#N)C.O. No catalyst specified. The product is [CH:32]1[C:44]2[CH:43]([CH2:45][O:46][C:47](=[O:53])[N:48]([CH2:49][CH2:50][NH:51][C:1]([O:3][CH2:10][C:11]3[CH:16]=[CH:15][CH:14]=[CH:13][CH:12]=3)=[O:4])[CH3:54])[C:42]3[C:37](=[CH:38][CH:39]=[CH:40][CH:41]=3)[C:36]=2[CH:35]=[CH:34][CH:33]=1. The yield is 0.910. (5) The reactants are [CH3:1][S:2]([NH:5][CH:6]1[CH2:11][CH2:10][N:9](C(OCCCC)=O)[CH2:8][CH2:7]1)(=[O:4])=[O:3].[ClH:19]. The catalyst is ClCCl.CO. The product is [ClH:19].[NH:9]1[CH2:8][CH2:7][CH:6]([NH:5][S:2]([CH3:1])(=[O:3])=[O:4])[CH2:11][CH2:10]1. The yield is 0.963.